Predict the reactants needed to synthesize the given product. From a dataset of Full USPTO retrosynthesis dataset with 1.9M reactions from patents (1976-2016). (1) Given the product [CH2:5]([C:9]1[CH:10]=[CH:11][C:12]([N:13]=[C:1]=[S:2])=[CH:14][CH:15]=1)[CH2:6][CH2:7][CH3:8], predict the reactants needed to synthesize it. The reactants are: [C:1](Cl)(Cl)=[S:2].[CH2:5]([C:9]1[CH:15]=[CH:14][C:12]([NH2:13])=[CH:11][CH:10]=1)[CH2:6][CH2:7][CH3:8].[OH-].[Na+]. (2) The reactants are: [OH:1][C@H:2]([CH3:15])[C:3]([NH:5][C@@H:6]([CH3:14])[CH2:7][C:8]1[CH:13]=[CH:12][CH:11]=[CH:10][CH:9]=1)=[O:4].CC(C)([O-])C.[K+].[CH2:22]([O:29][CH:30]1[C@H:35]([N:36]=[C:37]=[O:38])[C@@H:34]([O:39][CH2:40][C:41]2[CH:46]=[CH:45][CH:44]=[CH:43][CH:42]=2)[C@H:33]([O:47][CH2:48][C:49]2[CH:54]=[CH:53][CH:52]=[CH:51][CH:50]=2)[C@@H:32]([CH2:55][O:56][CH2:57][C:58]2[CH:63]=[CH:62][CH:61]=[CH:60][CH:59]=2)[O:31]1)[C:23]1[CH:28]=[CH:27][CH:26]=[CH:25][CH:24]=1. Given the product [CH2:22]([O:29][CH:30]1[C@H:35]([NH:36][C:37](=[O:38])[O:1][C@@H:2]([C:3](=[O:4])[NH:5][C@@H:6]([CH3:14])[CH2:7][C:8]2[CH:13]=[CH:12][CH:11]=[CH:10][CH:9]=2)[CH3:15])[C@@H:34]([O:39][CH2:40][C:41]2[CH:46]=[CH:45][CH:44]=[CH:43][CH:42]=2)[C@H:33]([O:47][CH2:48][C:49]2[CH:50]=[CH:51][CH:52]=[CH:53][CH:54]=2)[C@@H:32]([CH2:55][O:56][CH2:57][C:58]2[CH:59]=[CH:60][CH:61]=[CH:62][CH:63]=2)[O:31]1)[C:23]1[CH:24]=[CH:25][CH:26]=[CH:27][CH:28]=1, predict the reactants needed to synthesize it. (3) Given the product [Br:20][C:11]1[N:12]([CH3:13])[C:8]([C:5]2[CH:6]=[CH:7][C:2]([Cl:1])=[CH:3][CH:4]=2)=[C:9]([CH3:19])[C:10]=1[C:14]([CH:16]1[CH2:18][CH2:17]1)=[O:15], predict the reactants needed to synthesize it. The reactants are: [Cl:1][C:2]1[CH:7]=[CH:6][C:5]([C:8]2[N:12]([CH3:13])[CH:11]=[C:10]([C:14]([CH:16]3[CH2:18][CH2:17]3)=[O:15])[C:9]=2[CH3:19])=[CH:4][CH:3]=1.[Br:20]N1C(=O)CCC1=O. (4) Given the product [F:11][C:12]1[CH:17]=[CH:16][C:15]([N:1]2[CH:5]=[C:4]([C:6]([O:8][CH2:9][CH3:10])=[O:7])[CH:3]=[N:2]2)=[CH:14][CH:13]=1, predict the reactants needed to synthesize it. The reactants are: [NH:1]1[CH:5]=[C:4]([C:6]([O:8][CH2:9][CH3:10])=[O:7])[CH:3]=[N:2]1.[F:11][C:12]1[CH:17]=[CH:16][C:15](I)=[CH:14][CH:13]=1.CNCCNC.P([O-])([O-])([O-])=O.[K+].[K+].[K+]. (5) Given the product [F:1][C:2]1[CH:3]=[CH:4][C:5]([CH2:6][C@@H:7]2[CH2:12][CH2:11][CH2:10][N:9]([CH2:13][C@@H:14]3[CH2:19][CH2:18][O:17][CH2:16][C@H:15]3[NH:20][C:30]([NH:31][C:32]3[S:33][C:34]([C:38](=[O:40])[CH3:39])=[C:35]([CH3:37])[N:36]=3)=[O:29])[CH2:8]2)=[CH:21][CH:22]=1, predict the reactants needed to synthesize it. The reactants are: [F:1][C:2]1[CH:22]=[CH:21][C:5]([CH2:6][C@@H:7]2[CH2:12][CH2:11][CH2:10][N:9]([CH2:13][C@@H:14]3[CH2:19][CH2:18][O:17][CH2:16][C@H:15]3[NH2:20])[CH2:8]2)=[CH:4][CH:3]=1.C1([O:29][C:30](=O)[NH:31][C:32]2[S:33][C:34]([C:38](=[O:40])[CH3:39])=[C:35]([CH3:37])[N:36]=2)C=CC=CC=1.